Predict which catalyst facilitates the given reaction. From a dataset of Catalyst prediction with 721,799 reactions and 888 catalyst types from USPTO. (1) Reactant: [Cl:1][C:2]1[C:11]2[C:6](=[CH:7][C:8]([N:12]([CH3:14])[CH3:13])=[CH:9][CH:10]=2)[N:5]=[C:4]([CH:15]=[O:16])[CH:3]=1.[BH4-].[Na+]. Product: [Cl:1][C:2]1[C:11]2[C:6](=[CH:7][C:8]([N:12]([CH3:13])[CH3:14])=[CH:9][CH:10]=2)[N:5]=[C:4]([CH2:15][OH:16])[CH:3]=1. The catalyst class is: 8. (2) Reactant: [C:1]1(=[O:11])[NH:5][C:4](=[O:6])[C:3]2=[CH:7][CH:8]=[CH:9][CH:10]=[C:2]12.C1(P(C2C=CC=CC=2)C2C=CC=CC=2)C=CC=CC=1.[CH2:31]([N:33]1[CH2:37][CH:36]([CH2:38]O)[CH2:35][S:34]1(=[O:41])=[O:40])[CH3:32].CC(OC(/N=N/C(OC(C)C)=O)=O)C. Product: [CH2:31]([N:33]1[CH2:37][CH:36]([CH2:38][N:5]2[C:1](=[O:11])[C:2]3[C:3](=[CH:7][CH:8]=[CH:9][CH:10]=3)[C:4]2=[O:6])[CH2:35][S:34]1(=[O:41])=[O:40])[CH3:32]. The catalyst class is: 7. (3) Reactant: [CH2:1]([CH:8]1[CH2:13][CH2:12][N:11]([CH2:14][CH2:15][CH2:16][N:17]=[N+]=[N-])[CH2:10][CH2:9]1)[C:2]1[CH:7]=[CH:6][CH:5]=[CH:4][CH:3]=1. Product: [CH2:1]([CH:8]1[CH2:9][CH2:10][N:11]([CH2:14][CH2:15][CH2:16][NH2:17])[CH2:12][CH2:13]1)[C:2]1[CH:7]=[CH:6][CH:5]=[CH:4][CH:3]=1. The catalyst class is: 19. (4) Reactant: [Cl:1][C:2]1[CH:7]=[CH:6][CH:5]=[C:4]([Cl:8])[C:3]=1[C:9]1[N:13]([CH3:14])[C:12]2[CH:15]=[CH:16][C:17]([C:19](O)=[O:20])=[CH:18][C:11]=2[N:10]=1.CCN=C=NCCCN(C)C.C1C=CC2N(O)N=NC=2C=1.[CH3:43][C:44]1[CH:45]=[C:46]([CH:48]=[CH:49][C:50]=1[CH3:51])[NH2:47]. Product: [CH3:43][C:44]1[CH:45]=[C:46]([NH:47][C:19]([C:17]2[CH:16]=[CH:15][C:12]3[N:13]([CH3:14])[C:9]([C:3]4[C:4]([Cl:8])=[CH:5][CH:6]=[CH:7][C:2]=4[Cl:1])=[N:10][C:11]=3[CH:18]=2)=[O:20])[CH:48]=[CH:49][C:50]=1[CH3:51]. The catalyst class is: 18. (5) Reactant: [Cl:1][C:2]1[CH:3]=[C:4]([NH:9][C:10]2[C:19]3[C:14](=[CH:15][C:16]([O:40][CH3:41])=[C:17]([O:20][CH2:21][CH2:22][CH2:23][N:24]4[CH2:32][CH:31]5[CH:26]([N:27](C(OC(C)(C)C)=O)[CH2:28][CH2:29][CH2:30]5)[CH2:25]4)[CH:18]=3)[N:13]=[CH:12][N:11]=2)[CH:5]=[CH:6][C:7]=1[F:8].Cl. Product: [Cl:1][C:2]1[CH:3]=[C:4]([NH:9][C:10]2[C:19]3[C:14](=[CH:15][C:16]([O:40][CH3:41])=[C:17]([O:20][CH2:21][CH2:22][CH2:23][N:24]4[CH2:32][CH:31]5[CH:26]([NH:27][CH2:28][CH2:29][CH2:30]5)[CH2:25]4)[CH:18]=3)[N:13]=[CH:12][N:11]=2)[CH:5]=[CH:6][C:7]=1[F:8]. The catalyst class is: 61. (6) The catalyst class is: 22. Reactant: [Cl:1][S:2]([OH:5])(=O)=[O:3].[Br:6][C:7]1[CH:8]=[CH:9][C:10]2[C:14]3[CH:15]=[CH:16][CH:17]=[CH:18][C:13]=3[O:12][C:11]=2[CH:19]=1.P(Cl)(Cl)(Cl)(Cl)Cl. Product: [Br:6][C:7]1[CH:8]=[CH:9][C:10]2[C:14]3[CH:15]=[C:16]([S:2]([Cl:1])(=[O:5])=[O:3])[CH:17]=[CH:18][C:13]=3[O:12][C:11]=2[CH:19]=1. (7) The catalyst class is: 2. Product: [Cl:1][C:2]1[C:3]([C:18]2[C:26]3[C:21](=[CH:22][CH:23]=[CH:24][CH:25]=3)[N:20]([S:27]([C:30]3[CH:35]=[CH:34][CH:33]=[CH:32][CH:31]=3)(=[O:29])=[O:28])[CH:19]=2)=[N:4][C:5]([NH:8][C@@H:9]2[CH2:14][CH2:13][CH2:12][C@H:11]([C:15]([NH:36][C:37]3[CH:38]=[CH:39][C:40]([NH:43][C:44](=[O:50])[O:45][C:46]([CH3:47])([CH3:49])[CH3:48])=[CH:41][CH:42]=3)=[O:16])[CH2:10]2)=[N:6][CH:7]=1. Reactant: [Cl:1][C:2]1[C:3]([C:18]2[C:26]3[C:21](=[CH:22][CH:23]=[CH:24][CH:25]=3)[N:20]([S:27]([C:30]3[CH:35]=[CH:34][CH:33]=[CH:32][CH:31]=3)(=[O:29])=[O:28])[CH:19]=2)=[N:4][C:5]([NH:8][C@@H:9]2[CH2:14][CH2:13][CH2:12][C@H:11]([C:15](O)=[O:16])[CH2:10]2)=[N:6][CH:7]=1.[NH2:36][C:37]1[CH:42]=[CH:41][C:40]([NH:43][C:44](=[O:50])[O:45][C:46]([CH3:49])([CH3:48])[CH3:47])=[CH:39][CH:38]=1.CN(C(ON1N=NC2C=CC=CC1=2)=[N+](C)C)C.F[P-](F)(F)(F)(F)F.CCN(C(C)C)C(C)C. (8) Reactant: [Br:1][C:2]1[CH:7]=[CH:6][C:5]([N+:8]([O-:10])=[O:9])=[CH:4][C:3]=1[N:11](CC(C)=C)[C:12](=[O:15])[O:13][CH3:14].[H-].[Na+].BrCC(C)=C.CCOC(C)=O. Product: [Br:1][C:2]1[CH:7]=[CH:6][C:5]([N+:8]([O-:10])=[O:9])=[CH:4][C:3]=1[NH:11][C:12](=[O:15])[O:13][CH3:14]. The catalyst class is: 3. (9) Reactant: C[O:2][C:3](=[O:32])[CH2:4][C:5]1[C:13]2[C:8](=[CH:9][CH:10]=[CH:11][C:12]=2[CH3:14])[NH:7][C:6]=1[C:15]1[CH:20]=[CH:19][C:18]([Cl:21])=[C:17]([S:22](=[O:31])(=[O:30])[NH:23][CH:24]2[CH2:29][CH2:28][CH2:27][CH2:26][CH2:25]2)[CH:16]=1.O.[OH-].[Li+].CCOC(C)=O. Product: [Cl:21][C:18]1[CH:19]=[CH:20][C:15]([C:6]2[NH:7][C:8]3[C:13]([C:5]=2[CH2:4][C:3]([OH:32])=[O:2])=[C:12]([CH3:14])[CH:11]=[CH:10][CH:9]=3)=[CH:16][C:17]=1[S:22](=[O:31])(=[O:30])[NH:23][CH:24]1[CH2:25][CH2:26][CH2:27][CH2:28][CH2:29]1. The catalyst class is: 24. (10) Reactant: I[Si](C)(C)C.[F:6][C:7]1[CH:8]=[CH:9][C:10]2[NH:16][C:15](=[O:17])[CH2:14][CH2:13][CH2:12][C:11]=2[CH:18]=1.[I:19]I.S([O-])([O-])(=O)=S.[Na+].[Na+]. Product: [I:19][CH:14]1[CH2:13][CH2:12][C:11]2[CH:18]=[C:7]([F:6])[CH:8]=[CH:9][C:10]=2[NH:16][C:15]1=[O:17]. The catalyst class is: 4.